Dataset: Catalyst prediction with 721,799 reactions and 888 catalyst types from USPTO. Task: Predict which catalyst facilitates the given reaction. (1) Reactant: O.[NH2:2][NH2:3].[Cl:4][C:5]1[CH:10]=[CH:9][C:8]([C:11]2[O:15][C:14]([CH:16]=O)=[C:13]([C:18]([OH:20])=O)[CH:12]=2)=[CH:7][CH:6]=1. Product: [Cl:4][C:5]1[CH:10]=[CH:9][C:8]([C:11]2[O:15][C:14]3[CH:16]=[N:2][NH:3][C:18](=[O:20])[C:13]=3[CH:12]=2)=[CH:7][CH:6]=1. The catalyst class is: 15. (2) Reactant: [CH2:1]([O:3][P:4]([C:9]1[C:13]([P:14]([O:19][CH2:20][CH3:21])([O:16][CH2:17][CH3:18])=[O:15])=[CH:12][S:11][C:10]=1[C:22]1[S:23][CH:24]=[C:25]([P:35]([O:40][CH2:41][CH3:42])([O:37][CH2:38][CH3:39])=[O:36])[C:26]=1[P:27]([O:32][CH2:33][CH3:34])([O:29][CH2:30][CH3:31])=[O:28])([O:6][CH2:7][CH3:8])=[O:5])[CH3:2].[CH2:43]([Li])[CH2:44][CH2:45][CH3:46].[CH2:48]([Sn:52](Cl)([CH2:57][CH2:58][CH2:59][CH3:60])[CH2:53][CH2:54][CH2:55][CH3:56])[CH2:49][CH2:50][CH3:51].P([O-])([O-])(O)=O.[Na+].[Na+].S(O)(O)(=O)=O.[Na]. Product: [CH2:43]([Sn:52]([CH2:53][CH2:54][CH2:55][CH3:56])([CH2:48][CH2:49][CH2:50][CH3:51])[C:24]1[S:23][C:22]([C:10]2[S:11][C:12]([Sn:52]([CH2:57][CH2:58][CH2:59][CH3:60])([CH2:53][CH2:54][CH2:55][CH3:56])[CH2:48][CH2:49][CH2:50][CH3:51])=[C:13]([P:14]([O:16][CH2:17][CH3:18])([O:19][CH2:20][CH3:21])=[O:15])[C:9]=2[P:4]([O:3][CH2:1][CH3:2])([O:6][CH2:7][CH3:8])=[O:5])=[C:26]([P:27]([O:32][CH2:33][CH3:34])([O:29][CH2:30][CH3:31])=[O:28])[C:25]=1[P:35]([O:37][CH2:38][CH3:39])([O:40][CH2:41][CH3:42])=[O:36])[CH2:44][CH2:45][CH3:46]. The catalyst class is: 1. (3) Reactant: C([O:3][C:4](=[O:45])[C:5]1[CH:10]=[CH:9][C:8]([CH2:11][C:12]([N:14]2[CH2:18][C@@H:17]([CH2:19][C:20]([CH3:23])([CH3:22])[CH3:21])[C@@:16]([C:26]3[CH:31]=[CH:30][C:29]([Cl:32])=[CH:28][C:27]=3[F:33])([C:24]#[N:25])[C@H:15]2[C:34]2[CH:39]=[CH:38][CH:37]=[C:36]([Cl:40])[C:35]=2[F:41])=[O:13])=[CH:7][C:6]=1[O:42][CH2:43][CH3:44])C.[Li+].[OH-]. Product: [Cl:40][C:36]1[C:35]([F:41])=[C:34]([C@@H:15]2[C@:16]([C:26]3[CH:31]=[CH:30][C:29]([Cl:32])=[CH:28][C:27]=3[F:33])([C:24]#[N:25])[C@H:17]([CH2:19][C:20]([CH3:21])([CH3:22])[CH3:23])[CH2:18][N:14]2[C:12](=[O:13])[CH2:11][C:8]2[CH:9]=[CH:10][C:5]([C:4]([OH:45])=[O:3])=[C:6]([O:42][CH2:43][CH3:44])[CH:7]=2)[CH:39]=[CH:38][CH:37]=1. The catalyst class is: 36. (4) Reactant: [OH:1][C:2]1[C:24]([O:25][CH3:26])=[CH:23][C:5]2[C:6]3[N:11]([CH:12]([CH:14]([CH3:16])[CH3:15])[CH2:13][C:4]=2[CH:3]=1)[CH:10]=[C:9]([C:17]([O:19][CH2:20][CH3:21])=[O:18])[C:8](=[O:22])[CH:7]=3.[F:27][C:28]([F:32])([F:31])[CH2:29]I.C([O-])([O-])=O.[K+].[K+]. The catalyst class is: 18. Product: [CH:14]([CH:12]1[N:11]2[C:6](=[CH:7][C:8](=[O:22])[C:9]([C:17]([O:19][CH2:20][CH3:21])=[O:18])=[CH:10]2)[C:5]2[CH:23]=[C:24]([O:25][CH3:26])[C:2]([O:1][CH2:29][C:28]([F:32])([F:31])[F:27])=[CH:3][C:4]=2[CH2:13]1)([CH3:16])[CH3:15]. (5) Reactant: Br[C:2]1[C:7]([N+:8]([O-:10])=[O:9])=[CH:6][C:5]([Br:11])=[CH:4][N:3]=1.[CH3:12][O:13][C:14]1[CH:19]=[CH:18][CH:17]=[CH:16][C:15]=1B(O)O.C(=O)([O-])[O-].[Na+].[Na+]. Product: [Br:11][C:5]1[CH:6]=[C:7]([N+:8]([O-:10])=[O:9])[C:2]([C:15]2[CH:16]=[CH:17][CH:18]=[CH:19][C:14]=2[O:13][CH3:12])=[N:3][CH:4]=1. The catalyst class is: 184.